Dataset: Forward reaction prediction with 1.9M reactions from USPTO patents (1976-2016). Task: Predict the product of the given reaction. Given the reactants F[C:2](F)(F)C(O)=O.[NH2:8][C@H:9]([C:19]1[C:24]([C:25]2[CH:26]=[C:27]([CH:31]=[CH:32][CH:33]=2)[C:28]([NH2:30])=[O:29])=[CH:23][CH:22]=[CH:21][N:20]=1)[CH2:10][C:11]1[CH:16]=[C:15]([F:17])[CH:14]=[C:13]([F:18])[CH:12]=1.C(C1C=C(C2C([C@@H](NC(=O)OC(C)(C)C)CC3C=C(F)C=C(F)C=3)=NC=CC=2)C=CC=1)(=O)N, predict the reaction product. The product is: [NH2:8][C@H:9]([C:19]1[C:24]([C:25]2[CH:33]=[CH:32][CH:31]=[C:2]3[C:26]=2[CH2:27][C:28](=[O:29])[NH:30]3)=[CH:23][CH:22]=[CH:21][N:20]=1)[CH2:10][C:11]1[CH:12]=[C:13]([F:18])[CH:14]=[C:15]([F:17])[CH:16]=1.